Dataset: Reaction yield outcomes from USPTO patents with 853,638 reactions. Task: Predict the reaction yield, written as a fraction of the theoretical maximum amount of product (1.0 means a 100% yield; for example, 0.34 means a 34% yield). (1) The catalyst is ClCCl.CO. The yield is 0.630. The reactants are [CH:1]1([NH:5][C:6]2[C:11]([N+:12]([O-:14])=[O:13])=[CH:10][CH:9]=[C:8]([C:15]#[C:16][Si](C)(C)C)[N:7]=2)[CH2:4][CH2:3][CH2:2]1.C(=O)([O-])[O-].[K+].[K+]. The product is [CH:1]1([NH:5][C:6]2[C:11]([N+:12]([O-:14])=[O:13])=[CH:10][CH:9]=[C:8]([C:15]#[CH:16])[N:7]=2)[CH2:2][CH2:3][CH2:4]1. (2) The reactants are C(NC(C)C)(C)C.[Li]CCCC.[N:13]1([C:23]([O:25][C:26]([CH3:29])([CH3:28])[CH3:27])=[O:24])[CH2:18][CH2:17][CH:16]([C:19]([O:21][CH3:22])=[O:20])[CH2:15][CH2:14]1.[Cl:30][CH2:31]I. The catalyst is C1COCC1. The product is [Cl:30][CH2:31][C:16]1([C:19]([O:21][CH3:22])=[O:20])[CH2:15][CH2:14][N:13]([C:23]([O:25][C:26]([CH3:29])([CH3:28])[CH3:27])=[O:24])[CH2:18][CH2:17]1. The yield is 0.520. (3) The reactants are [CH3:1][C@@H:2]([CH2:8][CH2:9][CH2:10][C:11]([CH3:14])([OH:13])[CH3:12])/[CH:3]=[CH:4]\[CH2:5][CH2:6][OH:7].[H][H]. The catalyst is C(OCC)(=O)C.[Pd]. The product is [CH3:1][C@@H:2]([CH2:8][CH2:9][CH2:10][C:11]([CH3:14])([OH:13])[CH3:12])[CH2:3][CH2:4][CH2:5][CH2:6][OH:7]. The yield is 0.450.